This data is from Full USPTO retrosynthesis dataset with 1.9M reactions from patents (1976-2016). The task is: Predict the reactants needed to synthesize the given product. (1) Given the product [Cl:35][C:36]1[CH:43]=[CH:42][CH:41]=[C:40]([Cl:44])[C:37]=1[CH2:38][C:2]1[N:12]=[C:11]([NH:13][C:14]2[CH:19]=[CH:18][C:17]([N:20]3[CH2:21][CH2:22][N:23]([C:26]([O:28][C:29]([CH3:30])([CH3:32])[CH3:31])=[O:27])[CH2:24][CH2:25]3)=[CH:16][C:15]=2[F:33])[C:5]2=[C:6]([OH:10])[N:7]=[N:8][CH:9]=[C:4]2[CH:3]=1, predict the reactants needed to synthesize it. The reactants are: Cl[C:2]1[N:12]=[C:11]([NH:13][C:14]2[CH:19]=[CH:18][C:17]([N:20]3[CH2:25][CH2:24][N:23]([C:26]([O:28][C:29]([CH3:32])([CH3:31])[CH3:30])=[O:27])[CH2:22][CH2:21]3)=[CH:16][C:15]=2[F:33])[C:5]2=[C:6]([OH:10])[N:7]=[N:8][CH:9]=[C:4]2[CH:3]=1.[Br-].[Cl:35][C:36]1[CH:43]=[CH:42][CH:41]=[C:40]([Cl:44])[C:37]=1[CH2:38][Zn+]. (2) Given the product [Cl:1][C:2]1[CH:3]=[CH:4][C:5]([C@H:8]2[C:12]3[N:13]([CH:22]([CH3:24])[CH3:23])[C:14]([C:16]4[CH2:17][CH2:18][O:19][CH2:20][CH:21]=4)=[N:15][C:11]=3[C:10](=[O:25])[N:9]2[C:26]2[CH:27]=[C:28]([CH3:36])[C:29]3[N:33]=[N:32][N:31]([CH3:34])[C:30]=3[CH:35]=2)=[CH:6][CH:7]=1, predict the reactants needed to synthesize it. The reactants are: [Cl:1][C:2]1[CH:7]=[CH:6][C:5]([CH:8]2[C:12]3[N:13]([CH:22]([CH3:24])[CH3:23])[C:14]([C:16]4[CH2:17][CH2:18][O:19][CH2:20][CH:21]=4)=[N:15][C:11]=3[C:10](=[O:25])[N:9]2[C:26]2[CH:27]=[C:28]([CH3:36])[C:29]3[N:33]=[N:32][N:31]([CH3:34])[C:30]=3[CH:35]=2)=[CH:4][CH:3]=1. (3) Given the product [CH3:2][C:3]1[CH:4]=[C:5]2[C:9](=[CH:10][CH:11]=1)[NH:8][CH:7]=[C:6]2[CH2:12][CH2:13][NH:14][C:21]([C:18]1[CH:19]=[CH:20][C:15]([C:24]2[CH:25]=[CH:26][CH:27]=[CH:28][CH:29]=2)=[CH:16][CH:17]=1)=[O:22], predict the reactants needed to synthesize it. The reactants are: Cl.[CH3:2][C:3]1[CH:4]=[C:5]2[C:9](=[CH:10][CH:11]=1)[NH:8][CH:7]=[C:6]2[CH2:12][CH2:13][NH2:14].[C:15]1([C:24]2[CH:29]=[CH:28][CH:27]=[CH:26][CH:25]=2)[CH:20]=[CH:19][C:18]([C:21](Cl)=[O:22])=[CH:17][CH:16]=1.C(N(CC)CC)C.C(OCC)(=O)C.